From a dataset of Catalyst prediction with 721,799 reactions and 888 catalyst types from USPTO. Predict which catalyst facilitates the given reaction. (1) Reactant: FC(F)(F)S(O[C:7]1[CH:16]=[C:15]2[C:10]([CH:11]=[CH:12][CH:13]=[N:14]2)=[CH:9][CH:8]=1)(=O)=O.[CH:19]1(B(O)O)[CH2:21][CH2:20]1.[O-]P([O-])([O-])=O.[K+].[K+].[K+].C1(P(C2CCCCC2)C2CCCCC2)CCCCC1. Product: [CH:19]1([C:7]2[CH:16]=[C:15]3[C:10]([CH:11]=[CH:12][CH:13]=[N:14]3)=[CH:9][CH:8]=2)[CH2:21][CH2:20]1. The catalyst class is: 874. (2) Reactant: [C@]12(CS(O)(=O)=O)C(C)(C)C(CC1)CC2=O.[CH3:16][C@H:17]1[NH:22][CH2:21][C@H:20]([CH2:23][OH:24])[CH2:19][CH2:18]1.[OH-].[Na+].[CH3:27][C:28]([O:31][C:32](O[C:32]([O:31][C:28]([CH3:30])([CH3:29])[CH3:27])=[O:33])=[O:33])([CH3:30])[CH3:29]. Product: [OH:24][CH2:23][C@H:20]1[CH2:21][N:22]([C:32]([O:31][C:28]([CH3:30])([CH3:29])[CH3:27])=[O:33])[C@H:17]([CH3:16])[CH2:18][CH2:19]1. The catalyst class is: 20.